This data is from Full USPTO retrosynthesis dataset with 1.9M reactions from patents (1976-2016). The task is: Predict the reactants needed to synthesize the given product. (1) Given the product [CH:1]1([CH2:7][CH2:8][C@@H:9]([CH3:15])[CH2:10][CH2:11][C:12]([N:32]2[C@H:31]([CH3:30])[C@H:35]([C:36]3[CH:41]=[CH:40][CH:39]=[CH:38][CH:37]=3)[O:34][C:33]2=[O:42])=[O:14])[CH2:2][CH2:3][CH2:4][CH2:5][CH2:6]1, predict the reactants needed to synthesize it. The reactants are: [CH:1]1([CH2:7][CH2:8][C@@H:9]([CH3:15])[CH2:10][CH2:11][C:12]([OH:14])=O)[CH2:6][CH2:5][CH2:4][CH2:3][CH2:2]1.C(N(CC)CC)C.C(Cl)(=O)C(C)(C)C.[CH3:30][C@@H:31]1[C@H:35]([C:36]2[CH:41]=[CH:40][CH:39]=[CH:38][CH:37]=2)[O:34][C:33](=[O:42])[NH:32]1.[Cl-].[Li+]. (2) The reactants are: C[O:2][C:3]([C:5]1[S:6][C:7]([C:11](=[O:22])[NH:12][CH:13]([C:15]2[CH:20]=[CH:19][CH:18]=[C:17]([OH:21])[CH:16]=2)[CH3:14])=[CH:8][C:9]=1[CH3:10])=[O:4].O[Li].O. Given the product [OH:21][C:17]1[CH:16]=[C:15]([CH:13]([NH:12][C:11]([C:7]2[S:6][C:5]([C:3]([OH:4])=[O:2])=[C:9]([CH3:10])[CH:8]=2)=[O:22])[CH3:14])[CH:20]=[CH:19][CH:18]=1, predict the reactants needed to synthesize it. (3) Given the product [CH3:1][O:2][C:3]([C:5]1([CH3:25])[CH2:10][CH2:9][CH2:8][N:7]([C:11]([O:13][C:14]([CH3:17])([CH3:15])[CH3:16])=[O:12])[N:6]1[C:18]([O:20][C:21]([CH3:24])([CH3:23])[CH3:22])=[O:19])=[O:4], predict the reactants needed to synthesize it. The reactants are: [CH3:1][O:2][C:3]([C@@H:5]1[CH2:10][CH2:9][CH2:8][N:7]([C:11]([O:13][C:14]([CH3:17])([CH3:16])[CH3:15])=[O:12])[N:6]1[C:18]([O:20][C:21]([CH3:24])([CH3:23])[CH3:22])=[O:19])=[O:4].[CH3:25][Si]([N-][Si](C)(C)C)(C)C.[Li+].IC. (4) Given the product [Cl:1][C:2]1[CH:3]=[C:4]([C:8]2[CH2:12][C:11]([CH3:16])([C:13]([NH:18][CH:22]([CH3:23])[CH3:21])=[O:15])[O:10][N:9]=2)[CH:5]=[N:6][CH:7]=1, predict the reactants needed to synthesize it. The reactants are: [Cl:1][C:2]1[CH:3]=[C:4]([C:8]2[CH2:12][C:11]([CH3:16])([C:13]([OH:15])=O)[O:10][N:9]=2)[CH:5]=[N:6][CH:7]=1.O[N:18]1[C:22]2[CH:23]=CC=C[C:21]=2N=N1.C(N)(C)C.C(N(C(C)C)CC)(C)C.Cl.CN(C)CCCN=C=NCC.OS(O)(=O)=O. (5) Given the product [CH3:19][C:3]1[C:2]([B:32]2[O:36][C:35]([CH3:38])([CH3:37])[C:34]([CH3:40])([CH3:39])[O:33]2)=[C:6]([CH3:7])[N:5]([C@H:8]2[CH2:13][CH2:12][C@H:11]([C:14]([O:16][CH2:17][CH3:18])=[O:15])[CH2:10][CH2:9]2)[N:4]=1, predict the reactants needed to synthesize it. The reactants are: I[C:2]1[C:3]([CH3:19])=[N:4][N:5]([C@H:8]2[CH2:13][CH2:12][C@H:11]([C:14]([O:16][CH2:17][CH3:18])=[O:15])[CH2:10][CH2:9]2)[C:6]=1[CH3:7].C1COCC1.C([Mg]Cl)(C)C.CO[B:32]1[O:36][C:35]([CH3:38])([CH3:37])[C:34]([CH3:40])([CH3:39])[O:33]1. (6) Given the product [NH2:7][C:8](=[O:51])[C:9]([CH3:50])([CH3:49])[CH2:10][NH:11][C:12]([C@H:14]([CH:46]([CH3:48])[CH3:47])[CH2:15][C@@H:16]1[O:20][CH2:19][N:18]([C:21]([O:23][CH2:24][O:4][C:1]([O:3][CH2:8][CH:9]([CH3:49])[CH3:10])=[O:2])=[O:22])[C@H:17]1[CH2:26][C@H:27]([CH2:31][C:32]1[CH:37]=[CH:36][C:35]([O:38][CH3:39])=[C:34]([O:40][CH2:41][CH2:42][CH2:43][O:44][CH3:45])[CH:33]=1)[CH:28]([CH3:30])[CH3:29])=[O:13], predict the reactants needed to synthesize it. The reactants are: [C:1](=[O:4])([O-:3])[O-:2].[Cs+].[Cs+].[NH2:7][C:8](=[O:51])[C:9]([CH3:50])([CH3:49])[CH2:10][NH:11][C:12]([C@H:14]([CH:46]([CH3:48])[CH3:47])[CH2:15][C@@H:16]1[O:20][CH2:19][N:18]([C:21]([O:23][CH2:24]Cl)=[O:22])[C@H:17]1[CH2:26][C@H:27]([CH2:31][C:32]1[CH:37]=[CH:36][C:35]([O:38][CH3:39])=[C:34]([O:40][CH2:41][CH2:42][CH2:43][O:44][CH3:45])[CH:33]=1)[CH:28]([CH3:30])[CH3:29])=[O:13]. (7) Given the product [NH2:12][C:7]1[C:6]2[N:13]=[C:14]([CH2:16][CH2:17][CH3:18])[S:15][C:5]=2[C:4]2[CH:3]=[C:2]([C:28]3[CH:29]=[C:24]([NH:23][S:20]([CH3:19])(=[O:21])=[O:22])[CH:25]=[CH:26][CH:27]=3)[CH:11]=[CH:10][C:9]=2[N:8]=1, predict the reactants needed to synthesize it. The reactants are: Br[C:2]1[CH:11]=[CH:10][C:9]2[N:8]=[C:7]([NH2:12])[C:6]3[N:13]=[C:14]([CH2:16][CH2:17][CH3:18])[S:15][C:5]=3[C:4]=2[CH:3]=1.[CH3:19][S:20]([NH:23][C:24]1[CH:25]=[C:26](B(O)O)[CH:27]=[CH:28][CH:29]=1)(=[O:22])=[O:21].